This data is from Full USPTO retrosynthesis dataset with 1.9M reactions from patents (1976-2016). The task is: Predict the reactants needed to synthesize the given product. (1) Given the product [F:27][C:28]([F:32])([F:31])[CH2:29][NH:30][C:4]([C:6]1[N:7]=[N:8][C:9]([O:12][CH2:13][C:14]2[C:15]([C:20]3[CH:25]=[CH:24][CH:23]=[C:22]([F:26])[CH:21]=3)=[N:16][O:17][C:18]=2[CH3:19])=[CH:10][CH:11]=1)=[O:5], predict the reactants needed to synthesize it. The reactants are: C(O[C:4]([C:6]1[N:7]=[N:8][C:9]([O:12][CH2:13][C:14]2[C:15]([C:20]3[CH:25]=[CH:24][CH:23]=[C:22]([F:26])[CH:21]=3)=[N:16][O:17][C:18]=2[CH3:19])=[CH:10][CH:11]=1)=[O:5])C.[F:27][C:28]([F:32])([F:31])[CH2:29][NH2:30]. (2) Given the product [Cl:13][C:14]1[CH:15]=[CH:16][C:17]([C:20]2[N:21]=[C:22]([CH2:38][N:39]3[N:43]=[N:42][CH:41]=[N:40]3)[C:23]([C:33]([NH:8][N:2]3[CH2:7][CH2:6][CH2:5][CH2:4][CH2:3]3)=[O:34])=[N:24][C:25]=2[C:26]2[CH:27]=[CH:28][C:29]([Cl:32])=[CH:30][CH:31]=2)=[CH:18][CH:19]=1, predict the reactants needed to synthesize it. The reactants are: Cl.[N:2]1([NH2:8])[CH2:7][CH2:6][CH2:5][CH2:4][CH2:3]1.C[Al](C)C.[Cl:13][C:14]1[CH:19]=[CH:18][C:17]([C:20]2[N:21]=[C:22]([CH2:38][N:39]3[N:43]=[N:42][CH:41]=[N:40]3)[C:23]([C:33](OCC)=[O:34])=[N:24][C:25]=2[C:26]2[CH:31]=[CH:30][C:29]([Cl:32])=[CH:28][CH:27]=2)=[CH:16][CH:15]=1.